Dataset: Catalyst prediction with 721,799 reactions and 888 catalyst types from USPTO. Task: Predict which catalyst facilitates the given reaction. Reactant: [Br:1][C:2]1[CH:3]=[N:4][CH:5]=[N:6][CH:7]=1.[CH:8](=[O:11])[CH2:9][CH3:10].C([N-]C(C)C)(C)C.[Li+]. Product: [Br:1][C:2]1[C:3]([CH:8]([OH:11])[CH2:9][CH3:10])=[N:4][CH:5]=[N:6][CH:7]=1. The catalyst class is: 27.